This data is from NCI-60 drug combinations with 297,098 pairs across 59 cell lines. The task is: Regression. Given two drug SMILES strings and cell line genomic features, predict the synergy score measuring deviation from expected non-interaction effect. (1) Drug 1: C1CN1P(=S)(N2CC2)N3CC3. Drug 2: C1C(C(OC1N2C=NC3=C2NC=NCC3O)CO)O. Cell line: EKVX. Synergy scores: CSS=9.99, Synergy_ZIP=-3.01, Synergy_Bliss=1.54, Synergy_Loewe=1.39, Synergy_HSA=1.91. (2) Drug 1: C1CC(=O)NC(=O)C1N2CC3=C(C2=O)C=CC=C3N. Drug 2: N.N.Cl[Pt+2]Cl. Cell line: LOX IMVI. Synergy scores: CSS=6.62, Synergy_ZIP=-4.77, Synergy_Bliss=-3.67, Synergy_Loewe=0.441, Synergy_HSA=0.514. (3) Drug 1: C(CN)CNCCSP(=O)(O)O. Drug 2: C1C(C(OC1N2C=NC3=C2NC=NCC3O)CO)O. Cell line: NCI-H322M. Synergy scores: CSS=-2.36, Synergy_ZIP=0.521, Synergy_Bliss=-1.06, Synergy_Loewe=-9.05, Synergy_HSA=-3.24.